This data is from KCNQ2 potassium channel screen with 302,405 compounds. The task is: Binary Classification. Given a drug SMILES string, predict its activity (active/inactive) in a high-throughput screening assay against a specified biological target. (1) The molecule is Clc1cn2cc(nc2cc1)CN1CCCCCC1. The result is 0 (inactive). (2) The compound is O(c1cc2[nH]c3C(N(CCc3c2cc1)CCC(=O)NN)C)C. The result is 0 (inactive). (3) The drug is S(=O)(=O)(N(CC)CC)c1cc(C(=O)NCCCN2CCOCC2)c(F)cc1. The result is 0 (inactive). (4) The molecule is s1c(/C=C2/NC(=S)N(CCC)C2=O)ccc1C. The result is 1 (active). (5) The molecule is Clc1ccc(CC(OCC(=O)N2CC(CC(C2)C)C)=O)cc1. The result is 0 (inactive).